This data is from Forward reaction prediction with 1.9M reactions from USPTO patents (1976-2016). The task is: Predict the product of the given reaction. (1) Given the reactants C1(S([N:10]2[C:18]3[C:13](=[CH:14][C:15]([C:19]4[N:20]=[C:21]([C:25]5[CH:30]=[CH:29][CH:28]=[CH:27][N:26]=5)[S:22][C:23]=4[CH3:24])=[CH:16][CH:17]=3)[CH:12]=[C:11]2[C:31]2[CH:36]=[CH:35][CH:34]=[CH:33][C:32]=2[Cl:37])(=O)=O)C=CC=CC=1.C([O-])([O-])=O.[Cs+].[Cs+], predict the reaction product. The product is: [Cl:37][C:32]1[CH:33]=[CH:34][CH:35]=[CH:36][C:31]=1[C:11]1[NH:10][C:18]2[C:13]([CH:12]=1)=[CH:14][C:15]([C:19]1[N:20]=[C:21]([C:25]3[CH:30]=[CH:29][CH:28]=[CH:27][N:26]=3)[S:22][C:23]=1[CH3:24])=[CH:16][CH:17]=2. (2) The product is: [NH2:1][C:2]1[CH:11]=[C:10]([N:12]2[CH2:13][CH2:14][N:15]([C:18]([NH:20][CH2:21][C:22]([N:27]([CH3:26])[C:28]3[CH:33]=[CH:32][CH:31]=[CH:30][CH:29]=3)=[O:23])=[O:19])[CH2:16][CH2:17]2)[C:9]2[C:4](=[CH:5][C:6]([Cl:25])=[CH:7][CH:8]=2)[N:3]=1. Given the reactants [NH2:1][C:2]1[CH:11]=[C:10]([N:12]2[CH2:17][CH2:16][N:15]([C:18]([NH:20][CH2:21][C:22](O)=[O:23])=[O:19])[CH2:14][CH2:13]2)[C:9]2[C:4](=[CH:5][C:6]([Cl:25])=[CH:7][CH:8]=2)[N:3]=1.[CH3:26][NH:27][C:28]1[CH:33]=[CH:32][CH:31]=[CH:30][CH:29]=1.CCN(C(C)C)C(C)C.CN(C(ON1N=NC2C=CC=NC1=2)=[N+](C)C)C.F[P-](F)(F)(F)(F)F, predict the reaction product. (3) Given the reactants CC([Si](C)(C)[O:6][C:7]1[C:8]([F:17])=[C:9]([CH2:14][C:15]#[N:16])[CH:10]=[C:11]([F:13])[CH:12]=1)(C)C.[CH3:20][O:21][CH2:22][CH2:23]Br.[F-].[K+], predict the reaction product. The product is: [F:17][C:8]1[C:7]([O:6][CH2:23][CH2:22][O:21][CH3:20])=[CH:12][C:11]([F:13])=[CH:10][C:9]=1[CH2:14][C:15]#[N:16]. (4) Given the reactants [C:1]([N:5]1[C:9](=[O:10])[C:8](Cl)=[C:7]([C:12]2[CH:17]=[CH:16][CH:15]=[CH:14][CH:13]=2)[S:6]1(=[O:19])=[O:18])([CH3:4])([CH3:3])[CH3:2].C(C(C(C(O)=O)O)O)(O)=O.[CH3:30][C:31]1[CH:35]=[C:34]([CH3:36])[N:33]([CH2:37][CH2:38][CH2:39][NH2:40])[N:32]=1.C(N(CC)CC)C, predict the reaction product. The product is: [C:1]([N:5]1[C:9](=[O:10])[C:8]([NH:40][CH2:39][CH2:38][CH2:37][N:33]2[C:34]([CH3:36])=[CH:35][C:31]([CH3:30])=[N:32]2)=[C:7]([C:12]2[CH:17]=[CH:16][CH:15]=[CH:14][CH:13]=2)[S:6]1(=[O:19])=[O:18])([CH3:4])([CH3:3])[CH3:2]. (5) Given the reactants [F:1][C:2]1[CH:7]=[CH:6][C:5]([C:8]2[O:9][C:10]([CH3:17])=[C:11]([CH2:13][C:14]([OH:16])=O)[N:12]=2)=[CH:4][CH:3]=1.ON1C2C=CC=CC=2N=N1.Cl.CN(C)CCCN=C=NCC.C(N(CC)C(C)C)(C)C.Cl.[Cl:50][C:51]1[CH:52]=[C:53]([CH:64]=[CH:65][C:66]=1[Cl:67])[C:54]([N:56]1[CH2:61][CH2:60][O:59][C@@H:58]([CH2:62][NH2:63])[CH2:57]1)=[O:55], predict the reaction product. The product is: [Cl:50][C:51]1[CH:52]=[C:53]([CH:64]=[CH:65][C:66]=1[Cl:67])[C:54]([N:56]1[CH2:61][CH2:60][O:59][C@@H:58]([CH2:62][NH:63][C:14](=[O:16])[CH2:13][C:11]2[N:12]=[C:8]([C:5]3[CH:4]=[CH:3][C:2]([F:1])=[CH:7][CH:6]=3)[O:9][C:10]=2[CH3:17])[CH2:57]1)=[O:55].